Dataset: Catalyst prediction with 721,799 reactions and 888 catalyst types from USPTO. Task: Predict which catalyst facilitates the given reaction. (1) Reactant: [H-].[Na+].[CH2:3]([S:5](=[NH:31])([C:7]1[C:8]([C:17]2[N:29]([CH3:30])[C:20]3=[N:21][CH:22]=[C:23]([C:25]([F:28])([F:27])[F:26])[CH:24]=[C:19]3[N:18]=2)=[N:9][CH:10]=[C:11]([C:13]([F:16])([F:15])[F:14])[CH:12]=1)=[O:6])[CH3:4].[CH3:32]I. Product: [CH2:3]([S:5](=[N:31][CH3:32])([C:7]1[C:8]([C:17]2[N:29]([CH3:30])[C:20]3=[N:21][CH:22]=[C:23]([C:25]([F:28])([F:27])[F:26])[CH:24]=[C:19]3[N:18]=2)=[N:9][CH:10]=[C:11]([C:13]([F:14])([F:15])[F:16])[CH:12]=1)=[O:6])[CH3:4]. The catalyst class is: 57. (2) Reactant: [CH2:1]([NH:8][CH2:9][CH:10]1[CH2:15][O:14][C:13]2[CH:16]=[CH:17][C:18]([N+:25]([O-])=O)=[C:19]([CH2:20][C:21](OC)=[O:22])[C:12]=2[O:11]1)[C:2]1[CH:7]=[CH:6][CH:5]=[CH:4][CH:3]=1. Product: [CH2:1]([NH:8][CH2:9][CH:10]1[O:11][C:12]2=[C:19]3[C:18](=[CH:17][CH:16]=[C:13]2[O:14][CH2:15]1)[NH:25][C:21](=[O:22])[CH2:20]3)[C:2]1[CH:7]=[CH:6][CH:5]=[CH:4][CH:3]=1. The catalyst class is: 336.